Dataset: Reaction yield outcomes from USPTO patents with 853,638 reactions. Task: Predict the reaction yield, written as a fraction of the theoretical maximum amount of product (1.0 means a 100% yield; for example, 0.34 means a 34% yield). The reactants are [O:1]=[C:2]([C:7]1[CH:12]=[C:11]([F:13])[C:10]([F:14])=[C:9]([F:15])[C:8]=1[F:16])[CH2:3][C:4]([O-])=O.CC(OC(C)=O)=O.[CH:24]([O:31]CC)([O:28][CH2:29][CH3:30])OCC.[NH2:34][C:35]1([CH2:39][CH2:40][OH:41])[CH2:38][CH2:37][CH2:36]1. The catalyst is C1(C)C=CC=CC=1. The product is [OH:41][CH2:40][CH2:39][C:35]1([NH:34][CH:4]=[C:3]([C:2](=[O:1])[C:7]2[CH:12]=[C:11]([F:13])[C:10]([F:14])=[C:9]([F:15])[C:8]=2[F:16])[C:24]([O:28][CH2:29][CH3:30])=[O:31])[CH2:38][CH2:37][CH2:36]1. The yield is 0.610.